From a dataset of Reaction yield outcomes from USPTO patents with 853,638 reactions. Predict the reaction yield, written as a fraction of the theoretical maximum amount of product (1.0 means a 100% yield; for example, 0.34 means a 34% yield). (1) The reactants are [CH3:1][O:2][C:3]1[CH:8]=[CH:7][C:6]([C:9]2[S:13][C:12]([C:14]([NH:16][C:17]3([C:21]([O:23]C)=[O:22])[CH2:20][CH2:19][CH2:18]3)=[O:15])=[C:11]([NH:25][C:26]([NH:28][C:29]3[C:34]([CH3:35])=[CH:33][C:32]([CH3:36])=[CH:31][C:30]=3[CH3:37])=[O:27])[CH:10]=2)=[CH:5][CH:4]=1.[OH-].[Li+]. The catalyst is O1CCOCC1. The product is [CH3:1][O:2][C:3]1[CH:4]=[CH:5][C:6]([C:9]2[S:13][C:12]([C:14]([NH:16][C:17]3([C:21]([OH:23])=[O:22])[CH2:18][CH2:19][CH2:20]3)=[O:15])=[C:11]([NH:25][C:26]([NH:28][C:29]3[C:34]([CH3:35])=[CH:33][C:32]([CH3:36])=[CH:31][C:30]=3[CH3:37])=[O:27])[CH:10]=2)=[CH:7][CH:8]=1. The yield is 0.830. (2) The product is [C:12]([O:11][C:9]([NH:8][C@H:5]1[CH2:6][CH2:7][C@@H:2]([Cl:35])[CH:3]=[CH:4]1)=[O:10])([CH3:15])([CH3:14])[CH3:13]. The reactants are O[C@H:2]1[CH2:7][CH2:6][C@H:5]([NH:8][C:9]([O:11][C:12]([CH3:15])([CH3:14])[CH3:13])=[O:10])[CH:4]=[CH:3]1.C1(P(C2C=CC=CC=2)C2C=CC=CC=2)C=CC=CC=1.[Cl:35]C(Cl)(Cl)C(C(Cl)(Cl)Cl)=O. The yield is 0.620. No catalyst specified.